Predict the reactants needed to synthesize the given product. From a dataset of Full USPTO retrosynthesis dataset with 1.9M reactions from patents (1976-2016). (1) Given the product [C:4]([C:3]1[CH:12]=[C:13]([N+:16]([O-:18])=[O:17])[CH:14]=[CH:15][C:2]=1[NH:1][C:27](=[O:28])[CH2:26][C:23]1[CH:24]=[CH:25][C:20]([CH3:19])=[CH:21][CH:22]=1)(=[O:5])[C:6]1[CH:7]=[CH:8][CH:9]=[CH:10][CH:11]=1, predict the reactants needed to synthesize it. The reactants are: [NH2:1][C:2]1[CH:15]=[CH:14][C:13]([N+:16]([O-:18])=[O:17])=[CH:12][C:3]=1[C:4]([C:6]1[CH:11]=[CH:10][CH:9]=[CH:8][CH:7]=1)=[O:5].[CH3:19][C:20]1[CH:25]=[CH:24][C:23]([CH2:26][C:27](Cl)=[O:28])=[CH:22][CH:21]=1. (2) Given the product [CH2:12]([S:13][CH:3]([CH3:4])[C:2](=[O:5])[CH3:1])[C:6]1[CH:11]=[CH:10][CH:9]=[CH:8][CH:7]=1, predict the reactants needed to synthesize it. The reactants are: [CH3:1][CH:2]([OH:5])[C:3]#[CH:4].[C:6]1([CH2:12][SH:13])[CH:11]=[CH:10][CH:9]=[CH:8][CH:7]=1. (3) The reactants are: [C:1]([C:3]1[CH:4]=[C:5]([O:20][C:21]([F:24])([F:23])[F:22])[CH:6]=[C:7]2[C:12]=1[O:11][CH:10]([C:13]([F:16])([F:15])[F:14])[C:9]([C:17]([OH:19])=[O:18])=[CH:8]2)#[N:2].C(O)(=[O:27])C. Given the product [F:14][C:13]([F:16])([F:15])[C:10]([OH:27])=[O:11].[NH2:2][CH2:1][C:3]1[CH:4]=[C:5]([O:20][C:21]([F:24])([F:22])[F:23])[CH:6]=[C:7]2[C:12]=1[O:11][CH:10]([C:13]([F:16])([F:15])[F:14])[C:9]([C:17]([OH:19])=[O:18])=[CH:8]2, predict the reactants needed to synthesize it. (4) Given the product [CH3:46][C:38]([N:47]1[CH2:52][CH2:51][CH:50]([C:53]2[S:54][C:55]([C:58]3[CH:63]=[CH:62][C:61]([NH:64][C:65]([NH:67][C:68]4[C:73]([F:74])=[CH:72][C:71]([F:75])=[CH:70][C:69]=4[F:76])=[O:66])=[CH:60][CH:59]=3)=[CH:56][N:57]=2)[CH2:49][CH2:48]1)([CH3:37])[C:39]([OH:41])=[O:40], predict the reactants needed to synthesize it. The reactants are: CC(N1CCC(C2SC(C3C=CC(NC(NC4C=C(F)C(F)=CC=4F)=O)=CC=3)=CN=2)CC1)(C)C(O)=O.[CH3:37][C:38]([N:47]1[CH2:52][CH2:51][CH:50]([C:53]2[S:54][C:55]([C:58]3[CH:63]=[CH:62][C:61]([NH:64][C:65]([NH:67][C:68]4[C:73]([F:74])=[CH:72][C:71]([F:75])=[CH:70][C:69]=4[F:76])=[O:66])=[CH:60][CH:59]=3)=[CH:56][N:57]=2)[CH2:49][CH2:48]1)([CH3:46])[C:39]([O:41]C(C)(C)C)=[O:40].Cl.